From a dataset of Reaction yield outcomes from USPTO patents with 853,638 reactions. Predict the reaction yield, written as a fraction of the theoretical maximum amount of product (1.0 means a 100% yield; for example, 0.34 means a 34% yield). (1) The reactants are F[C:2]1[CH:3]=[C:4]([N+:8]([O-:10])=[O:9])[CH:5]=[CH:6][CH:7]=1.C(N(CC)CC)C.[N:18]1([C:24]([O:26][CH2:27][CH3:28])=[O:25])[CH2:23][CH2:22][NH:21][CH2:20][CH2:19]1.C(O)C. The catalyst is CN1C(=O)CCC1. The product is [CH2:27]([O:26][C:24]([N:18]1[CH2:19][CH2:20][N:21]([C:2]2[CH:7]=[CH:6][CH:5]=[C:4]([N+:8]([O-:10])=[O:9])[CH:3]=2)[CH2:22][CH2:23]1)=[O:25])[CH3:28]. The yield is 0.380. (2) The reactants are Br[C:2]1[O:6][C:5]([CH2:7][N:8]2[C:16]3[C:11](=[CH:12][CH:13]=[CH:14][CH:15]=3)[C:10]3([C:20]4=[CH:21][C:22]5[O:26][CH2:25][O:24][C:23]=5[CH:27]=[C:19]4[O:18][CH2:17]3)[C:9]2=O)=[CH:4][CH:3]=1.[CH3:29][S:30]([O-:32])=[O:31].[Na+].N1CCC[C@H]1C(O)=O. The catalyst is [Cu]I.CS(C)=O. The product is [CH3:29][S:30]([C:2]1[O:6][C:5]([CH2:7][N:8]2[C:16]3[C:11](=[CH:12][CH:13]=[CH:14][CH:15]=3)[C:10]3([C:20]4=[CH:21][C:22]5[O:26][CH2:25][O:24][C:23]=5[CH:27]=[C:19]4[O:18][CH2:17]3)[CH2:9]2)=[CH:4][CH:3]=1)(=[O:32])=[O:31]. The yield is 0.710. (3) The reactants are [NH2:1][C:2]1[CH:7]=[CH:6][C:5]([CH2:8][C:9]([O:11][CH3:12])=[O:10])=[CH:4][C:3]=1[OH:13].[C:14]1([N:20]=[C:21]=S)[CH:19]=[CH:18][CH:17]=[CH:16][CH:15]=1.C1(N=C=NC2CCCCC2)CCCCC1. The catalyst is C(O)C. The product is [NH:20]([C:21]1[O:13][C:3]2[CH:4]=[C:5]([CH2:8][C:9]([O:11][CH3:12])=[O:10])[CH:6]=[CH:7][C:2]=2[N:1]=1)[C:14]1[CH:19]=[CH:18][CH:17]=[CH:16][CH:15]=1. The yield is 0.550. (4) The reactants are [OH:1][CH2:2][C:3]1[CH:8]=[C:7]([O:9][CH3:10])[CH:6]=[C:5]([N:11]=[N:12][C:13]2[CH:18]=[CH:17][C:16]([C:19]([F:22])([F:21])[F:20])=[CH:15][C:14]=2[N+:23]([O-])=O)[C:4]=1[OH:26].[OH-].[Na+].C(S(O)=O)(N)=N. The catalyst is O.C(O)CC. The product is [OH:1][CH2:2][C:3]1[CH:8]=[C:7]([O:9][CH3:10])[CH:6]=[C:5]([N:11]2[N:12]=[C:13]3[CH:18]=[CH:17][C:16]([C:19]([F:22])([F:21])[F:20])=[CH:15][C:14]3=[N:23]2)[C:4]=1[OH:26]. The yield is 0.310. (5) The yield is 0.730. The catalyst is C(OCC)(=O)C. The reactants are [Cl-].O[NH3+:3].[C:4](=[O:7])([O-])[OH:5].[Na+].CS(C)=O.[OH:13][C:14]([CH3:53])([CH3:52])[CH:15]([CH3:51])[O:16][C@H:17]1[CH2:22][CH2:21][C@H:20]([N:23]2[C:28](=[O:29])[C:27]([CH2:30][C:31]3[CH:36]=[CH:35][C:34]([C:37]4[C:38]([C:43]#[N:44])=[CH:39][CH:40]=[CH:41][CH:42]=4)=[CH:33][CH:32]=3)=[C:26]([CH2:45][CH2:46][CH3:47])[N:25]3[N:48]=[CH:49][CH:50]=[C:24]23)[CH2:19][CH2:18]1. The product is [OH:13][C:14]([CH3:52])([CH3:53])[CH:15]([CH3:51])[O:16][C@H:17]1[CH2:22][CH2:21][C@H:20]([N:23]2[C:28](=[O:29])[C:27]([CH2:30][C:31]3[CH:36]=[CH:35][C:34]([C:37]4[CH:42]=[CH:41][CH:40]=[CH:39][C:38]=4[C:43]4[NH:3][C:4](=[O:7])[O:5][N:44]=4)=[CH:33][CH:32]=3)=[C:26]([CH2:45][CH2:46][CH3:47])[N:25]3[N:48]=[CH:49][CH:50]=[C:24]23)[CH2:19][CH2:18]1. (6) The reactants are C(NC(C)C)(C)C.[Li]CCCC.[CH2:13]([O:15][C:16]([CH:18]1[CH2:23][CH2:22][CH2:21][N:20]([C:24]([O:26][CH:27]2[CH:34]3[CH2:35][CH:30]4[CH2:31][CH:32]([CH2:36][CH:28]2[CH2:29]4)[CH2:33]3)=[O:25])[CH2:19]1)=[O:17])[CH3:14].[CH3:37][O:38][C:39]1[CH:46]=[CH:45][CH:44]=[CH:43][C:40]=1[CH2:41]Br. The catalyst is C1COCC1. The yield is 0.750. The product is [CH2:13]([O:15][C:16]([C:18]1([CH2:41][C:40]2[CH:43]=[CH:44][CH:45]=[CH:46][C:39]=2[O:38][CH3:37])[CH2:23][CH2:22][CH2:21][N:20]([C:24]([O:26][CH:27]2[CH:28]3[CH2:29][CH:30]4[CH2:31][CH:32]([CH2:33][CH:34]2[CH2:35]4)[CH2:36]3)=[O:25])[CH2:19]1)=[O:17])[CH3:14]. (7) The reactants are [F:1][C:2]([F:11])([F:10])[C:3]1[C:4]([NH2:9])=[N:5][CH:6]=[CH:7][CH:8]=1.Br[CH2:13][C:14](=O)[CH2:15][CH3:16].C(=O)([O-])O.[Na+].[I-].[Na+]. The catalyst is C(O)C. The product is [CH2:15]([C:14]1[N:9]=[C:4]2[C:3]([C:2]([F:1])([F:10])[F:11])=[CH:8][CH:7]=[CH:6][N:5]2[CH:13]=1)[CH3:16]. The yield is 0.740. (8) The reactants are [Br:1][C:2]1[CH:7]=[CH:6][C:5]([F:8])=[C:4]([F:9])[C:3]=1[F:10].[Li+].C[Si]([N-][Si](C)(C)C)(C)C.[C:21](=[O:23])=[O:22]. The catalyst is C1COCC1. The product is [Br:1][C:2]1[C:3]([F:10])=[C:4]([F:9])[C:5]([F:8])=[C:6]([CH:7]=1)[C:21]([OH:23])=[O:22]. The yield is 0.720. (9) The reactants are [CH:1]([Si:4]([C:11]#[CH:12])([CH:8]([CH3:10])[CH3:9])[CH:5]([CH3:7])[CH3:6])([CH3:3])[CH3:2].C([Li])[CH2:14][CH2:15][CH3:16].[Br:18][C:19]1[CH:32]=[CH:31][C:30]2[C:29](=O)[C:28]3[C:23](=[CH:24][CH:25]=[C:26]([Br:34])[CH:27]=3)[C:22](=O)[C:21]=2[CH:20]=1.[Sn](Cl)Cl. The catalyst is Cl.O.C1COCC1.CCCCCC. The product is [Br:18][C:19]1[CH:32]=[CH:31][C:30]2[C:21](=[C:22]([C:2]#[C:1][Si:4]([CH:8]([CH3:10])[CH3:9])([CH:15]([CH3:16])[CH3:14])[CH:5]([CH3:7])[CH3:6])[C:23]3[C:28]([C:29]=2[C:12]#[C:11][Si:4]([CH:5]([CH3:6])[CH3:7])([CH:1]([CH3:3])[CH3:2])[CH:8]([CH3:10])[CH3:9])=[CH:27][C:26]([Br:34])=[CH:25][CH:24]=3)[CH:20]=1. The yield is 0.820.